Dataset: Ames mutagenicity test results for genotoxicity prediction. Task: Regression/Classification. Given a drug SMILES string, predict its toxicity properties. Task type varies by dataset: regression for continuous values (e.g., LD50, hERG inhibition percentage) or binary classification for toxic/non-toxic outcomes (e.g., AMES mutagenicity, cardiotoxicity, hepatotoxicity). Dataset: ames. (1) The compound is Nc1ccc2nc3ccccc3cc2c1. The result is 1 (mutagenic). (2) The drug is CCCNC(=O)/C=C/c1ccc([N+](=O)[O-])o1. The result is 1 (mutagenic). (3) The molecule is O=[N+]([O-])c1ccc2c(O)nsc2c1. The result is 1 (mutagenic). (4) The molecule is Oc1ccc2c(ccc3[nH]c4ccc5ccccc5c4c32)c1. The result is 1 (mutagenic). (5) The drug is COc1nncc2cnccc12. The result is 0 (non-mutagenic). (6) The molecule is N=C(N)NS(=O)(=O)c1ccc(N)cc1. The result is 0 (non-mutagenic). (7) The compound is Nc1c(Cl)cc([N+](=O)[O-])cc1Cl. The result is 1 (mutagenic). (8) The molecule is CCCNc1c([N+](=O)[O-])ccc(Cl)c1C(=O)O. The result is 0 (non-mutagenic). (9) The compound is CCOC(=O)c1[nH]c2ccccc2c1/N=C/c1ccc(C)cc1. The result is 0 (non-mutagenic).